This data is from Full USPTO retrosynthesis dataset with 1.9M reactions from patents (1976-2016). The task is: Predict the reactants needed to synthesize the given product. Given the product [C:1]([O:5][C:6]([NH:8][C@H:9]([C:30]([O:32][C:33]([CH3:36])([CH3:35])[CH3:34])=[O:31])[CH2:10][C@H:11]([CH2:19][C:20]1[CH:25]=[CH:24][C:23]([CH2:26][CH2:27][CH2:28][O:29][S:43]([C:40]2[CH:41]=[CH:42][C:37]([CH3:57])=[CH:38][CH:39]=2)(=[O:45])=[O:44])=[CH:22][CH:21]=1)[C:12]([O:14][C:15]([CH3:16])([CH3:18])[CH3:17])=[O:13])=[O:7])([CH3:2])([CH3:3])[CH3:4], predict the reactants needed to synthesize it. The reactants are: [C:1]([O:5][C:6]([NH:8][C@H:9]([C:30]([O:32][C:33]([CH3:36])([CH3:35])[CH3:34])=[O:31])[CH2:10][C@H:11]([CH2:19][C:20]1[CH:25]=[CH:24][C:23]([CH2:26][CH2:27][CH2:28][OH:29])=[CH:22][CH:21]=1)[C:12]([O:14][C:15]([CH3:18])([CH3:17])[CH3:16])=[O:13])=[O:7])([CH3:4])([CH3:3])[CH3:2].[C:37]1([CH3:57])[CH:42]=[CH:41][C:40]([S:43](O[S:43]([C:40]2[CH:41]=[CH:42][C:37]([CH3:57])=[CH:38][CH:39]=2)(=[O:45])=[O:44])(=[O:45])=[O:44])=[CH:39][CH:38]=1.Cl.